Dataset: Full USPTO retrosynthesis dataset with 1.9M reactions from patents (1976-2016). Task: Predict the reactants needed to synthesize the given product. (1) Given the product [Cl:36][C:33]1[CH:34]=[CH:35][C:30]([C:8]2([C:5]3[CH:4]=[CH:3][C:2]([Cl:1])=[CH:7][CH:6]=3)[CH2:12][CH2:11][N:10]([CH2:13][C:14](=[O:15])[N:16]3[CH2:21][CH2:20][NH:19][CH2:18][CH2:17]3)[C:9]2=[O:29])=[CH:31][CH:32]=1, predict the reactants needed to synthesize it. The reactants are: [Cl:1][C:2]1[CH:7]=[CH:6][C:5]([C:8]2([C:30]3[CH:35]=[CH:34][C:33]([Cl:36])=[CH:32][CH:31]=3)[CH2:12][CH2:11][N:10]([CH2:13][C:14]([N:16]3[CH2:21][CH2:20][N:19](C(OC(C)(C)C)=O)[CH2:18][CH2:17]3)=[O:15])[C:9]2=[O:29])=[CH:4][CH:3]=1.FC(F)(F)C(O)=O. (2) Given the product [NH2:55][C:56](=[O:59])[CH2:57][N:58]([CH3:35])[C:28]([C:2]1([CH3:1])[CH2:8][CH2:7][N:6]([C:9](=[O:23])[C:10]2[CH:15]=[CH:14][C:13]([N:16]3[CH:20]=[CH:19][C:18]([CH3:21])=[N:17]3)=[CH:12][C:11]=2[CH3:22])[C:5]2[CH:24]=[CH:25][CH:26]=[CH:27][C:4]=2[CH2:3]1)=[O:30], predict the reactants needed to synthesize it. The reactants are: [CH3:1][C:2]1([C:28]([OH:30])=O)[CH2:8][CH2:7][N:6]([C:9](=[O:23])[C:10]2[CH:15]=[CH:14][C:13]([N:16]3[CH:20]=[CH:19][C:18]([CH3:21])=[N:17]3)=[CH:12][C:11]=2[CH3:22])[C:5]2[CH:24]=[CH:25][CH:26]=[CH:27][C:4]=2[CH2:3]1.ON1C2C=CC=C[C:35]=2N=N1.Cl.C(N=C=NCCCN(C)C)C.Cl.C[NH:55][C:56](=[O:59])[CH2:57][NH2:58].